From a dataset of Forward reaction prediction with 1.9M reactions from USPTO patents (1976-2016). Predict the product of the given reaction. (1) Given the reactants [Br:1][C:2]1[CH:7]=[CH:6][C:5]([C@H:8]([NH2:10])[CH3:9])=[CH:4][CH:3]=1.[C:11](OC(=O)C)(=[O:13])[CH3:12].N1C=CC=CC=1, predict the reaction product. The product is: [Br:1][C:2]1[CH:7]=[CH:6][C:5]([C@H:8]([NH:10][C:11](=[O:13])[CH3:12])[CH3:9])=[CH:4][CH:3]=1. (2) Given the reactants [CH:1]1([N:7]2[CH2:13][C:12]([F:16])([CH:14]=[CH2:15])[C:11](=[O:17])[N:10]([CH3:18])[C:9]3[CH:19]=[N:20][C:21]([NH:23][C:24]4[CH:32]=[CH:31][C:27]([C:28](O)=[O:29])=[CH:26][C:25]=4[O:33][CH3:34])=[N:22][C:8]2=3)C[CH2:5][CH2:4][CH2:3][CH2:2]1.CN(C(ON1N=NC2C=CC=NC1=2)=[N+](C)C)C.F[P-](F)(F)(F)(F)F.[NH2:59][CH:60]1[CH2:65][CH2:64][N:63]([CH3:66])[CH2:62][CH2:61]1, predict the reaction product. The product is: [CH:1]1([N:7]2[CH2:13][C:12]([F:16])([CH:14]=[CH2:15])[C:11](=[O:17])[N:10]([CH3:18])[C:9]3[CH:19]=[N:20][C:21]([NH:23][C:24]4[CH:32]=[CH:31][C:27]([C:28]([NH:59][CH:60]5[CH2:65][CH2:64][N:63]([CH3:66])[CH2:62][CH2:61]5)=[O:29])=[CH:26][C:25]=4[O:33][CH3:34])=[N:22][C:8]2=3)[CH2:5][CH2:4][CH2:3][CH2:2]1. (3) Given the reactants [CH3:1][S:2]([C:5]1[CH:10]=[CH:9][C:8]([NH:11][C:12]([C:14]2[CH:18]=[C:17]([CH3:19])[N:16]([C:20]3[CH:28]=[CH:27][CH:26]=[CH:25][C:21]=3[C:22]([OH:24])=O)[C:15]=2[CH3:29])=[O:13])=[CH:7][CH:6]=1)(=[O:4])=[O:3].[NH3:30], predict the reaction product. The product is: [CH3:1][S:2]([C:5]1[CH:6]=[CH:7][C:8]([NH:11][C:12]([C:14]2[CH:18]=[C:17]([CH3:19])[N:16]([C:20]3[CH:28]=[CH:27][CH:26]=[CH:25][C:21]=3[C:22](=[O:24])[NH2:30])[C:15]=2[CH3:29])=[O:13])=[CH:9][CH:10]=1)(=[O:3])=[O:4].